Task: Predict the product of the given reaction.. Dataset: Forward reaction prediction with 1.9M reactions from USPTO patents (1976-2016) (1) Given the reactants Cl[C:2]1[CH:7]=[C:6]([C:8]2[CH:13]=[CH:12][C:11]([O:14][C:15]3[CH:20]=[CH:19][C:18]([F:21])=[CH:17][CH:16]=3)=[CH:10][CH:9]=2)[N:5]=[C:4]([NH:22][C@@H:23]([CH3:27])[C:24]([NH2:26])=[O:25])[CH:3]=1.[CH3:28][N:29](C=O)C, predict the reaction product. The product is: [C:28]([C:2]1[CH:7]=[C:6]([C:8]2[CH:13]=[CH:12][C:11]([O:14][C:15]3[CH:20]=[CH:19][C:18]([F:21])=[CH:17][CH:16]=3)=[CH:10][CH:9]=2)[N:5]=[C:4]([NH:22][C@@H:23]([CH3:27])[C:24]([NH2:26])=[O:25])[CH:3]=1)#[N:29]. (2) Given the reactants [N:1]1[CH:6]=[CH:5][CH:4]=[C:3]([NH2:7])[CH:2]=1.Br[C:9]1[C:10](=[O:17])[N:11]([CH3:16])[CH:12]=[C:13]([Br:15])[N:14]=1, predict the reaction product. The product is: [Br:15][C:13]1[N:14]=[C:9]([NH:7][C:3]2[CH:2]=[N:1][CH:6]=[CH:5][CH:4]=2)[C:10](=[O:17])[N:11]([CH3:16])[CH:12]=1. (3) The product is: [Cl:1][C:2]1[N:7]=[CH:6][C:5]([C:8]2([C:9]([O:11][CH2:12][CH3:13])=[O:10])[CH2:20][CH2:19][CH2:18][CH2:17]2)=[CH:4][CH:3]=1. Given the reactants [Cl:1][C:2]1[N:7]=[CH:6][C:5]([CH2:8][C:9]([O:11][CH2:12][CH3:13])=[O:10])=[CH:4][CH:3]=1.[H-].[Na+].I[CH2:17][CH2:18][CH2:19][CH2:20]I.O, predict the reaction product.